Dataset: Forward reaction prediction with 1.9M reactions from USPTO patents (1976-2016). Task: Predict the product of the given reaction. (1) The product is: [CH3:1][O:2][C:3](=[O:15])[C:4]1[CH:9]=[C:8]([F:10])[CH:7]=[C:6]([N+:11]([O-:13])=[O:12])[C:5]=1[CH2:14][Br:16]. Given the reactants [CH3:1][O:2][C:3](=[O:15])[C:4]1[CH:9]=[C:8]([F:10])[CH:7]=[C:6]([N+:11]([O-:13])=[O:12])[C:5]=1[CH3:14].[Br:16]N1C(=O)CCC1=O.C1(=O)NC(=O)CC1, predict the reaction product. (2) Given the reactants Cl.Cl.[NH:3]1[C:11]2[CH2:10][CH2:9][NH:8][CH:7]([C:12]([O:14][CH2:15][CH3:16])=[O:13])[C:6]=2[N:5]=[CH:4]1.CCN(CC)CC.[C:24](O[C:24]([O:26][C:27]([CH3:30])([CH3:29])[CH3:28])=[O:25])([O:26][C:27]([CH3:30])([CH3:29])[CH3:28])=[O:25], predict the reaction product. The product is: [NH:3]1[C:11]2[CH2:10][CH2:9][N:8]([C:24]([O:26][C:27]([CH3:30])([CH3:29])[CH3:28])=[O:25])[CH:7]([C:12]([O:14][CH2:15][CH3:16])=[O:13])[C:6]=2[N:5]=[CH:4]1. (3) The product is: [Cl:1][C:2]1[CH:7]=[CH:6][C:5]([S:8][CH:9]([C:13]2[CH:14]=[CH:15][C:16]([Cl:19])=[CH:17][CH:18]=2)[C:10]([O:12][CH3:20])=[O:11])=[CH:4][CH:3]=1. Given the reactants [Cl:1][C:2]1[CH:7]=[CH:6][C:5]([S:8][CH:9]([C:13]2[CH:18]=[CH:17][C:16]([Cl:19])=[CH:15][CH:14]=2)[C:10]([OH:12])=[O:11])=[CH:4][CH:3]=1.[CH3:20][Si](C=[N+]=[N-])(C)C, predict the reaction product. (4) The product is: [CH3:16][O:15][CH:3]([O:2][CH3:1])[CH2:4][NH:5][C:6]1[C:11]([NH:12][CH2:18][C:19]([O:21][CH2:22][CH3:23])=[O:20])=[CH:10][CH:9]=[C:8]([O:13][CH3:14])[N:7]=1. Given the reactants [CH3:1][O:2][CH:3]([O:15][CH3:16])[CH2:4][NH:5][C:6]1[C:11]([NH2:12])=[CH:10][CH:9]=[C:8]([O:13][CH3:14])[N:7]=1.Br[CH2:18][C:19]([O:21][CH2:22][CH3:23])=[O:20].C(=O)([O-])[O-].[K+].[K+], predict the reaction product. (5) The product is: [CH3:23][N:24]1[CH2:29][CH2:28][C:27]2[N:8]([CH2:13][C:12]#[CH:11])[C:5]3[CH:4]=[CH:3][C:2]([CH3:10])=[CH:7][C:6]=3[C:26]=2[CH2:25]1. Given the reactants Cl.[C:2]1([CH3:10])[CH:7]=[CH:6][C:5]([NH:8]N)=[CH:4][CH:3]=1.[CH2:11](Br)[C:12]#[CH:13].C(N(CC)CC)C.Cl.[CH3:23][N:24]1[CH2:29][CH2:28][C:27](=O)[CH2:26][CH2:25]1, predict the reaction product. (6) Given the reactants [Br:1][C:2]1[CH:3]=[C:4](/[CH:9]=[CH:10]/[C:11](OCC)=[O:12])[CH:5]=[C:6]([Br:8])[CH:7]=1.CC(C[AlH]CC(C)C)C, predict the reaction product. The product is: [Br:1][C:2]1[CH:3]=[C:4](/[CH:9]=[CH:10]/[CH2:11][OH:12])[CH:5]=[C:6]([Br:8])[CH:7]=1. (7) The product is: [NH2:11][C:10]1[C:5]([C:3]([OH:4])=[O:2])=[N:6][CH:7]=[C:8]([C:12]#[C:13][CH2:14][OH:15])[CH:9]=1.[Cl-:18].[Li+:17]. Given the reactants C[O:2][C:3]([C:5]1[C:10]([NH2:11])=[CH:9][C:8]([C:12]#[C:13][CH2:14][OH:15])=[CH:7][N:6]=1)=[O:4].[OH-].[Li+:17].[ClH:18], predict the reaction product. (8) Given the reactants C[Si]([N-][Si](C)(C)C)(C)C.[Li+].[CH3:11][C:12]1[N:17]=[CH:16][C:15]([C:18](=[O:20])[CH3:19])=[CH:14][CH:13]=1.[C:21](OC)(=[O:26])[C:22]([O:24][CH3:25])=[O:23].O, predict the reaction product. The product is: [CH3:11][C:12]1[N:17]=[CH:16][C:15]([C:18](=[O:20])[CH2:19][C:21](=[O:26])[C:22]([O:24][CH3:25])=[O:23])=[CH:14][CH:13]=1. (9) Given the reactants [Cl:1][C:2]1[C:11]2[NH:10][C:9](=[O:12])[C:8]3[S:13][CH:14]=[CH:15][C:7]=3[C:6]=2[C:5]([C:16]2[CH:21]=[CH:20][C:19]([C@@H:22]([CH3:32])[CH2:23][NH:24]C(=O)OC(C)(C)C)=[CH:18][CH:17]=2)=[C:4]([O:33]C)[CH:3]=1.B(Br)(Br)Br, predict the reaction product. The product is: [ClH:1].[NH2:24][CH2:23][C@@H:22]([C:19]1[CH:18]=[CH:17][C:16]([C:5]2[C:6]3[C:7]4[CH:15]=[CH:14][S:13][C:8]=4[C:9](=[O:12])[NH:10][C:11]=3[C:2]([Cl:1])=[CH:3][C:4]=2[OH:33])=[CH:21][CH:20]=1)[CH3:32].